Dataset: Forward reaction prediction with 1.9M reactions from USPTO patents (1976-2016). Task: Predict the product of the given reaction. (1) Given the reactants [C:1]([O:5][C:6]([C:8]1[C:9]([C:14]2[CH:19]=[CH:18][C:17]([CH2:20][N:21]3[C:25]([CH:26]=NO)=[C:24]([CH2:29][CH3:30])[N:23]=[C:22]3[O:31][CH2:32][CH3:33])=[C:16]([F:34])[CH:15]=2)=[CH:10][CH:11]=[CH:12][CH:13]=1)=[O:7])([CH3:4])([CH3:3])[CH3:2].C([BH3-])#N.[Na+].C([O-])(=[O:41])C.[NH4+].[OH-].[NH4+].C(=O)(O)[O-].[Na+], predict the reaction product. The product is: [C:1]([O:5][C:6]([C:8]1[C:9]([C:14]2[CH:19]=[CH:18][C:17]([CH2:20][N:21]3[C:25]([CH:26]=[O:41])=[C:24]([CH:29]=[CH2:30])[N:23]=[C:22]3[O:31][CH2:32][CH3:33])=[C:16]([F:34])[CH:15]=2)=[CH:10][CH:11]=[CH:12][CH:13]=1)=[O:7])([CH3:3])([CH3:2])[CH3:4]. (2) Given the reactants [Cl:1][C:2]1[CH:7]=[CH:6][C:5](/[CH:8]=[CH:9]/[C:10]([OH:12])=O)=[C:4]([CH2:13][N:14]2[N:18]=[N:17][C:16]([CH3:19])=[N:15]2)[CH:3]=1.[CH3:20][C:21]1[O:22][C:23]([C@@H:26]2[CH2:30][CH2:29][NH:28][CH2:27]2)=[N:24][N:25]=1.CCN(C(C)C)C(C)C.C(P1(=O)OP(CCC)(=O)OP(CCC)(=O)O1)CC, predict the reaction product. The product is: [Cl:1][C:2]1[CH:7]=[CH:6][C:5](/[CH:8]=[CH:9]/[C:10]([N:28]2[CH2:29][CH2:30][C@@H:26]([C:23]3[O:22][C:21]([CH3:20])=[N:25][N:24]=3)[CH2:27]2)=[O:12])=[C:4]([CH2:13][N:14]2[N:18]=[N:17][C:16]([CH3:19])=[N:15]2)[CH:3]=1. (3) Given the reactants Cl.[NH2:2][C:3]1[CH2:4][CH2:5][C@@H:6]([C:8]([O:10][C:11]([CH3:14])([CH3:13])[CH3:12])=[O:9])[N:7]=1.C([O-])([O-])=O.[K+].[K+], predict the reaction product. The product is: [NH2:2][C:3]1[CH2:4][CH2:5][C@@H:6]([C:8]([O:10][C:11]([CH3:14])([CH3:13])[CH3:12])=[O:9])[N:7]=1. (4) Given the reactants [OH:1][C:2]1[CH:7]=[CH:6][C:5]([CH2:8][CH2:9][C:10]([O:12][CH3:13])=[O:11])=[CH:4][CH:3]=1.[CH3:14][C:15]1[CH:29]=[CH:28][CH:27]=[CH:26][C:16]=1[O:17][C:18]1[CH:19]=[C:20]([CH2:24]O)[CH:21]=[CH:22][CH:23]=1.C1(C)C(O)=CC=CC=1.BrC1C=C(C=CC=1)C=O, predict the reaction product. The product is: [CH3:14][C:15]1[CH:29]=[CH:28][CH:27]=[CH:26][C:16]=1[O:17][C:18]1[CH:19]=[C:20]([CH:21]=[CH:22][CH:23]=1)[CH2:24][O:1][C:2]1[CH:3]=[CH:4][C:5]([CH2:8][CH2:9][C:10]([O:12][CH3:13])=[O:11])=[CH:6][CH:7]=1.